Dataset: hERG potassium channel inhibition data for cardiac toxicity prediction from Karim et al.. Task: Regression/Classification. Given a drug SMILES string, predict its toxicity properties. Task type varies by dataset: regression for continuous values (e.g., LD50, hERG inhibition percentage) or binary classification for toxic/non-toxic outcomes (e.g., AMES mutagenicity, cardiotoxicity, hepatotoxicity). Dataset: herg_karim. (1) The drug is Cc1cc(Cl)ccc1OC1CCN(CC2CCN([C@@](C)(Cc3ccc(F)cc3)C(=O)O)CC2)CC1. The result is 0 (non-blocker). (2) The compound is CC(=O)Nc1cccc(C2CCN(CCCn3nc(-c4ccc(F)c(F)c4)c4ccccc4c3=O)CC2)c1. The result is 0 (non-blocker). (3) The compound is CC(=O)NC[C@@H]1OC(=O)N2c3ccc(-c4ccc(C#N)nc4)cc3OC[C@@H]12. The result is 1 (blocker). (4) The drug is Cc1cc(C)n(-c2cc(NC(=O)CN3CCCN(C)CC3)nc(-c3ccc(C)o3)n2)n1. The result is 1 (blocker). (5) The drug is Cc1nc2ccccc2n1C1C[C@H]2CC[C@H](C1)N2CCC1(c2cccc(F)c2)CCN(C(=O)C(C)(C)C(=O)O)CC1. The result is 0 (non-blocker). (6) The drug is CN1CC2CC1CN2c1ncc(-c2cccc3[nH]ccc23)cn1. The result is 0 (non-blocker).